This data is from Reaction yield outcomes from USPTO patents with 853,638 reactions. The task is: Predict the reaction yield, written as a fraction of the theoretical maximum amount of product (1.0 means a 100% yield; for example, 0.34 means a 34% yield). (1) The reactants are CO[C:3]([C:5]1[CH:13]=[C:12]2[C:8]([C:9]([CH3:14])=[N:10][NH:11]2)=[CH:7][CH:6]=1)=[O:4].Br[CH:16]([CH3:18])[CH3:17]. No catalyst specified. The product is [CH:16]([N:11]1[C:12]2[C:8](=[CH:7][CH:6]=[C:5]([CH2:3][OH:4])[CH:13]=2)[C:9]([CH3:14])=[N:10]1)([CH3:18])[CH3:17]. The yield is 0.490. (2) The reactants are CN1CCOCC1.[OH2:8].[F:9][C:10]1[CH:15]=[C:14]([I:16])[CH:13]=[CH:12][C:11]=1[NH:17][C:18]1[C:19]([NH:29][S:30]([C:33]2([CH2:36][CH:37]=[CH2:38])[CH2:35][CH2:34]2)(=[O:32])=[O:31])=[C:20]2[O:28][CH2:27][CH2:26][N:21]2[C:22](=[O:25])[C:23]=1[CH3:24].C[OH:40]. The catalyst is C1COCC1.C(Cl)Cl.[Os](=O)(=O)(=O)=O. The product is [F:9][C:10]1[CH:15]=[C:14]([I:16])[CH:13]=[CH:12][C:11]=1[NH:17][C:18]1[C:19]([NH:29][S:30]([C:33]2([CH2:36][CH:37]([OH:40])[CH2:38][OH:8])[CH2:34][CH2:35]2)(=[O:32])=[O:31])=[C:20]2[O:28][CH2:27][CH2:26][N:21]2[C:22](=[O:25])[C:23]=1[CH3:24]. The yield is 0.110.